From a dataset of Reaction yield outcomes from USPTO patents with 853,638 reactions. Predict the reaction yield, written as a fraction of the theoretical maximum amount of product (1.0 means a 100% yield; for example, 0.34 means a 34% yield). (1) The reactants are [Br:1][C:2]1[CH:7]=[C:6]([O:8]C)[CH:5]=[CH:4][C:3]=1[CH2:10][C:11]([CH3:19])([CH3:18])[CH2:12][C:13]([O:15][CH2:16][CH3:17])=[O:14].B(Br)(Br)Br. The catalyst is C(Cl)Cl. The product is [Br:1][C:2]1[CH:7]=[C:6]([OH:8])[CH:5]=[CH:4][C:3]=1[CH2:10][C:11]([CH3:18])([CH3:19])[CH2:12][C:13]([O:15][CH2:16][CH3:17])=[O:14]. The yield is 0.930. (2) The reactants are C(O)(C(F)(F)F)=O.C(OC([N:15]1[CH2:20][CH2:19][N:18]([C:21]2[O:22][C:23]([C@@H:26]3[CH2:32][CH2:31][C@@H:30]4[CH2:33][N:27]3[C:28](=[O:39])[N:29]4[O:34][S:35]([OH:38])(=[O:37])=[O:36])=[N:24][N:25]=2)[CH2:17][CH2:16]1)=O)(C)(C)C.C([N+](CCCC)(CCCC)CCCC)CCC. The catalyst is C(Cl)Cl.CCOCC. The product is [S:35]([OH:38])([O:34][N:29]1[C:28](=[O:39])[N:27]2[CH2:33][C@H:30]1[CH2:31][CH2:32][C@H:26]2[C:23]1[O:22][C:21]([N:18]2[CH2:19][CH2:20][NH:15][CH2:16][CH2:17]2)=[N:25][N:24]=1)(=[O:36])=[O:37]. The yield is 0.350.